This data is from Forward reaction prediction with 1.9M reactions from USPTO patents (1976-2016). The task is: Predict the product of the given reaction. (1) The product is: [C:39]([NH:44][NH:45][C:13]([CH:10]1[CH2:9][CH2:8][N:7]([C:2]2[N:1]=[CH:6][CH:5]=[CH:4][N:3]=2)[CH2:12][CH2:11]1)=[O:15])(=[O:43])[CH2:40][CH2:41][CH3:42]. Given the reactants [N:1]1[CH:6]=[CH:5][CH:4]=[N:3][C:2]=1[N:7]1[CH2:12][CH2:11][CH:10]([C:13]([OH:15])=O)[CH2:9][CH2:8]1.O.ON1C2C=CC=CC=2N=N1.Cl.CN(C)CCCN=C=NCC.[C:39]([NH:44][NH2:45])(=[O:43])[CH2:40][CH2:41][CH3:42], predict the reaction product. (2) Given the reactants [NH2:1][C:2]1[CH:3]=[C:4]([C:8]2([CH3:20])[CH2:13][CH2:12][N:11]([CH2:14][CH2:15][CH2:16][CH2:17][CH2:18][CH3:19])[CH2:10][CH2:9]2)[CH:5]=[CH:6][CH:7]=1.[CH2:21]([S:24](Cl)(=[O:26])=[O:25])[CH2:22][CH3:23].N1C=CC=CC=1, predict the reaction product. The product is: [NH3:1].[CH2:14]([N:11]1[CH2:12][CH2:13][C:8]([CH3:20])([C:4]2[CH:5]=[CH:6][CH:7]=[C:2]([NH:1][S:24]([CH2:21][CH2:22][CH3:23])(=[O:26])=[O:25])[CH:3]=2)[CH2:9][CH2:10]1)[CH2:15][CH2:16][CH2:17][CH2:18][CH3:19]. (3) Given the reactants ClCC([NH:5][CH:6]([C:11]1[CH:16]=[CH:15][CH:14]=[CH:13][CH:12]=1)[CH2:7][C:8]([OH:10])=[O:9])=O.[OH-].[Na+], predict the reaction product. The product is: [NH2:5][CH:6]([C:11]1[CH:16]=[CH:15][CH:14]=[CH:13][CH:12]=1)[CH2:7][C:8]([OH:10])=[O:9]. (4) The product is: [F:1][C:2]1[CH:7]=[C:6]([N:33]2[CH2:34][C:35]([F:37])([F:36])[C:31]([F:38])([F:30])[CH2:32]2)[CH:5]=[CH:4][C:3]=1[N:9]1[CH:14]=[C:13]([O:15][CH3:16])[C:12](=[O:17])[C:11]([C:18]2[N:22]([C:23]3[CH:28]=[CH:27][CH:26]=[CH:25][CH:24]=3)[N:21]=[CH:20][CH:19]=2)=[N:10]1. Given the reactants [F:1][C:2]1[CH:7]=[C:6](I)[CH:5]=[CH:4][C:3]=1[N:9]1[CH:14]=[C:13]([O:15][CH3:16])[C:12](=[O:17])[C:11]([C:18]2[N:22]([C:23]3[CH:28]=[CH:27][CH:26]=[CH:25][CH:24]=3)[N:21]=[CH:20][CH:19]=2)=[N:10]1.Cl.[F:30][C:31]1([F:38])[C:35]([F:37])([F:36])[CH2:34][NH:33][CH2:32]1.CC1(C)C2C(=C(P(C3C=CC=CC=3)C3C=CC=CC=3)C=CC=2)OC2C(P(C3C=CC=CC=3)C3C=CC=CC=3)=CC=CC1=2.CC([O-])(C)C.[Na+], predict the reaction product. (5) Given the reactants [Cl:1][C:2]1[S:6][C:5]([NH:7][C:8](=[O:31])[C@@H:9]([CH2:22][C:23]2[CH:28]=[CH:27][C:26]([F:29])=[C:25]([F:30])[CH:24]=2)[CH2:10][NH:11]C(=O)OCC2C=CC=CC=2)=[CH:4][C:3]=1[C:32]1[N:36]([CH3:37])[N:35]=[CH:34][C:33]=1[Cl:38], predict the reaction product. The product is: [NH2:11][CH2:10][C@H:9]([CH2:22][C:23]1[CH:28]=[CH:27][C:26]([F:29])=[C:25]([F:30])[CH:24]=1)[C:8]([NH:7][C:5]1[S:6][C:2]([Cl:1])=[C:3]([C:32]2[N:36]([CH3:37])[N:35]=[CH:34][C:33]=2[Cl:38])[CH:4]=1)=[O:31]. (6) Given the reactants [N:1]#[C:2][NH2:3].[N:4]([C:7]1[CH:12]=[CH:11][C:10]([N:13]2[CH2:18][CH2:17][N:16]([CH3:19])[CH2:15][CH2:14]2)=[CH:9][CH:8]=1)=[C:5]=[S:6].[O:20]1[C:24]2[CH:25]=[CH:26][C:27]([C:29](=[O:32])[CH2:30]Br)=[CH:28][C:23]=2[O:22][CH2:21]1, predict the reaction product. The product is: [NH2:1][C:2]1[N:3]=[C:5]([NH:4][C:7]2[CH:8]=[CH:9][C:10]([N:13]3[CH2:14][CH2:15][N:16]([CH3:19])[CH2:17][CH2:18]3)=[CH:11][CH:12]=2)[S:6][C:30]=1[C:29]([C:27]1[CH:26]=[CH:25][C:24]2[O:20][CH2:21][O:22][C:23]=2[CH:28]=1)=[O:32].